Dataset: Reaction yield outcomes from USPTO patents with 853,638 reactions. Task: Predict the reaction yield, written as a fraction of the theoretical maximum amount of product (1.0 means a 100% yield; for example, 0.34 means a 34% yield). (1) The reactants are [NH:1]([C:3]([O:5][CH2:6][C:7]1[CH:12]=[CH:11][CH:10]=[CH:9][CH:8]=1)=[O:4])[NH2:2].O.C(=O)([O-])O.[Na+].[O:19]1[CH:23]=[CH:22][CH:21]=[C:20]1[C:24](Cl)=[O:25]. The catalyst is O1CCCC1.C(OCC)(=O)C. The product is [O:19]1[CH:23]=[CH:22][CH:21]=[C:20]1[C:24]([NH:2][NH:1][C:3]([O:5][CH2:6][C:7]1[CH:12]=[CH:11][CH:10]=[CH:9][CH:8]=1)=[O:4])=[O:25]. The yield is 0.884. (2) The reactants are [C:1]1([CH:7]([C:11]2[CH:16]=[CH:15][CH:14]=[CH:13][CH:12]=2)[C:8]([OH:10])=O)[CH:6]=[CH:5][CH:4]=[CH:3][CH:2]=1.[CH3:17][O:18][C:19]1[CH:20]=[C:21]([C:27]2([CH2:32][NH2:33])[CH2:31][CH2:30][CH2:29][CH2:28]2)[CH:22]=[CH:23][C:24]=1[O:25][CH3:26].C(N(CC)CC)C.F[P-](F)(F)(F)(F)F.N1(OC(N(C)C)=[N+](C)C)C2N=CC=CC=2N=N1. The catalyst is C(#N)C. The product is [CH3:17][O:18][C:19]1[CH:20]=[C:21]([C:27]2([CH2:32][NH:33][C:8](=[O:10])[CH:7]([C:1]3[CH:2]=[CH:3][CH:4]=[CH:5][CH:6]=3)[C:11]3[CH:16]=[CH:15][CH:14]=[CH:13][CH:12]=3)[CH2:28][CH2:29][CH2:30][CH2:31]2)[CH:22]=[CH:23][C:24]=1[O:25][CH3:26]. The yield is 0.155. (3) The reactants are [O:1]=[C:2]1[CH2:7][CH2:6][CH:5]([C:8]([OH:10])=O)[CH2:4][CH2:3]1.C(Cl)(=O)C(Cl)=O.[CH3:17][C@H:18]1[CH2:23][N:22]([CH2:24][C:25]2[CH:30]=[CH:29][C:28]([NH:31][CH3:32])=[CH:27][C:26]=2C)[CH2:21][CH2:20][N:19]1[C:34]([O:36][C:37]([CH3:40])([CH3:39])[CH3:38])=[O:35].C(N(CC)CC)C. The catalyst is ClCCl.O.CN(C)C=O. The product is [CH3:17][C@H:18]1[CH2:23][N:22]([CH2:24][C:25]2[CH:30]=[CH:29][C:28]([N:31]([CH3:32])[C:8]([CH:5]3[CH2:4][CH2:3][C:2](=[O:1])[CH2:7][CH2:6]3)=[O:10])=[CH:27][CH:26]=2)[CH2:21][CH2:20][N:19]1[C:34]([O:36][C:37]([CH3:38])([CH3:40])[CH3:39])=[O:35]. The yield is 0.320. (4) The reactants are [Br:1][C:2]1[C:3]([C:12]2[CH:17]=[CH:16][C:15]([F:18])=[CH:14][CH:13]=2)=[N:4][C:5](O)=[N:6][C:7]=1[CH:8]([CH3:10])[CH3:9].C(=O)([O-])[O-].[K+].[K+].C1(C)C=CC(S(Cl)(=O)=O)=CC=1.[CH3:36][NH:37][S:38]([CH3:41])(=[O:40])=[O:39]. The catalyst is O.C(OCCCC)(=O)C. The product is [Br:1][C:2]1[C:3]([C:12]2[CH:17]=[CH:16][C:15]([F:18])=[CH:14][CH:13]=2)=[N:4][C:5]([N:37]([CH3:36])[S:38]([CH3:41])(=[O:40])=[O:39])=[N:6][C:7]=1[CH:8]([CH3:10])[CH3:9]. The yield is 0.380. (5) The reactants are Cl[C:2]1[N:7]=[C:6]([C:8]2[S:12][C:11]([CH:13]([CH3:15])[CH3:14])=[N:10][C:9]=2[C:16]2[CH:17]=[CH:18][C:19]([F:34])=[C:20]([NH:22][S:23]([C:26]3[CH:31]=[C:30]([F:32])[CH:29]=[CH:28][C:27]=3[F:33])(=[O:25])=[O:24])[CH:21]=2)[CH:5]=[CH:4][N:3]=1.[CH3:35][NH2:36].C1COCC1. No catalyst specified. The product is [F:33][C:27]1[CH:28]=[CH:29][C:30]([F:32])=[CH:31][C:26]=1[S:23]([NH:22][C:20]1[CH:21]=[C:16]([C:9]2[N:10]=[C:11]([CH:13]([CH3:15])[CH3:14])[S:12][C:8]=2[C:6]2[CH:5]=[CH:4][N:3]=[C:2]([NH:36][CH3:35])[N:7]=2)[CH:17]=[CH:18][C:19]=1[F:34])(=[O:25])=[O:24]. The yield is 0.830. (6) The reactants are [CH3:1][C:2]1([CH3:9])[CH2:7][C:6](=[O:8])[O:5][C:3]1=[O:4].[CH2:10]([N:12]1[CH2:17][CH2:16][N:15]([C:18]([C@@H:20]2[CH2:23][C@H:22]([NH:24][C:25]([C@:27]34[CH2:53][CH2:52][C@@H:51]([C:54]([CH3:56])=[CH2:55])[C@@H:28]3[C@@H:29]3[C@@:42]([CH3:45])([CH2:43][CH2:44]4)[C@@:41]4([CH3:46])[C@@H:32]([C@:33]5([CH3:50])[C@@H:38]([CH2:39][CH2:40]4)[C:37]([CH3:48])([CH3:47])[C@@H:36]([OH:49])[CH2:35][CH2:34]5)[CH2:31][CH2:30]3)=[O:26])[C:21]2([CH3:58])[CH3:57])=[O:19])[CH2:14][CH2:13]1)[CH3:11]. The catalyst is CN(C1C=CN=CC=1)C.N1C=CC=CC=1.CCOC(C)=O. The product is [CH2:10]([N:12]1[CH2:17][CH2:16][N:15]([C:18]([C@@H:20]2[CH2:23][C@H:22]([NH:24][C:25]([C@:27]34[CH2:53][CH2:52][C@@H:51]([C:54]([CH3:56])=[CH2:55])[C@@H:28]3[C@@H:29]3[C@@:42]([CH3:45])([CH2:43][CH2:44]4)[C@@:41]4([CH3:46])[C@@H:32]([C@:33]5([CH3:50])[C@@H:38]([CH2:39][CH2:40]4)[C:37]([CH3:47])([CH3:48])[C@@H:36]([O:49][C:6](=[O:8])[CH2:7][C:2]([CH3:9])([CH3:1])[C:3]([OH:5])=[O:4])[CH2:35][CH2:34]5)[CH2:31][CH2:30]3)=[O:26])[C:21]2([CH3:57])[CH3:58])=[O:19])[CH2:14][CH2:13]1)[CH3:11]. The yield is 0.608.